Task: Regression. Given a peptide amino acid sequence and an MHC pseudo amino acid sequence, predict their binding affinity value. This is MHC class II binding data.. Dataset: Peptide-MHC class II binding affinity with 134,281 pairs from IEDB The peptide sequence is INRQILDNAAKYVEH. The MHC is DRB1_0401 with pseudo-sequence DRB1_0401. The binding affinity (normalized) is 0.329.